Dataset: Retrosynthesis with 50K atom-mapped reactions and 10 reaction types from USPTO. Task: Predict the reactants needed to synthesize the given product. The reactants are: NNC(=S)Nc1cccc(C(=O)O)c1.O=Cc1c(O)ccc2ccccc12. Given the product O=C(O)c1cccc(NC(=S)NN=Cc2c(O)ccc3ccccc23)c1, predict the reactants needed to synthesize it.